From a dataset of Forward reaction prediction with 1.9M reactions from USPTO patents (1976-2016). Predict the product of the given reaction. (1) Given the reactants [CH3:1][O:2][C:3]1[C@@H:4]([CH:11]([CH3:13])[CH3:12])[N:5]=[C:6]([O:9][CH3:10])[CH2:7][N:8]=1.[Li].[Cl:15][C:16]1[CH:24]=[CH:23][C:19]([CH2:20][CH2:21]Br)=[CH:18][CH:17]=1, predict the reaction product. The product is: [Cl:15][C:16]1[CH:24]=[CH:23][C:19]([CH2:20][CH2:21][C@H:7]2[C:6]([O:9][CH3:10])=[N:5][C@H:4]([CH:11]([CH3:13])[CH3:12])[C:3]([O:2][CH3:1])=[N:8]2)=[CH:18][CH:17]=1. (2) The product is: [NH2:6][CH2:5][CH:22]([OH:23])[CH2:21][C:16]1[CH:17]=[CH:18][CH:19]=[CH:20][C:15]=1[O:14][Si:7]([C:10]([CH3:13])([CH3:12])[CH3:11])([CH3:9])[CH3:8]. Given the reactants [Si]([C:5]#[N:6])(C)(C)C.[Si:7]([O:14][C:15]1[CH:20]=[CH:19][CH:18]=[CH:17][C:16]=1[CH2:21][CH:22]=[O:23])([C:10]([CH3:13])([CH3:12])[CH3:11])([CH3:9])[CH3:8].[H-].[H-].[H-].[H-].[Li+].[Al+3].C1COCC1.[OH-].[Na+], predict the reaction product. (3) Given the reactants [Br:1][C:2]1[C:3]([NH2:9])=[N:4][CH:5]=[C:6]([Br:8])[N:7]=1.[O:10]1[CH:14]=[CH:13][CH:12]=[C:11]1[C:15]#[N:16].[Al+3].[Cl-].[Cl-].[Cl-].O, predict the reaction product. The product is: [Br:1][C:2]1[C:3]([NH:9][C:15]([C:11]2[O:10][CH:14]=[CH:13][CH:12]=2)=[NH:16])=[N:4][CH:5]=[C:6]([Br:8])[N:7]=1. (4) Given the reactants Cl.[CH3:2][O:3][C:4]1[CH:5]=[C:6]([C:12]2[C:13]([CH3:25])([CH3:24])[C:14](=[O:23])[N:15]([CH:17]3[CH2:22][CH2:21][NH:20][CH2:19][CH2:18]3)[N:16]=2)[CH:7]=[CH:8][C:9]=1[O:10][CH3:11].[C:26]([O:29][C:30]1[CH:38]=[CH:37][C:33]([C:34](O)=[O:35])=[CH:32][CH:31]=1)(=[O:28])[CH3:27], predict the reaction product. The product is: [C:26]([O:29][C:30]1[CH:38]=[CH:37][C:33]([C:34]([N:20]2[CH2:21][CH2:22][CH:17]([N:15]3[C:14](=[O:23])[C:13]([CH3:25])([CH3:24])[C:12]([C:6]4[CH:7]=[CH:8][C:9]([O:10][CH3:11])=[C:4]([O:3][CH3:2])[CH:5]=4)=[N:16]3)[CH2:18][CH2:19]2)=[O:35])=[CH:32][CH:31]=1)(=[O:28])[CH3:27]. (5) The product is: [Cl:24][C:25]1[CH:32]=[CH:31][C:28]([CH2:29][N:1]2[CH2:5][CH2:4][CH2:3][CH2:2]2)=[CH:27][C:26]=1[C:33]1([CH3:46])[C:41]2[C:36](=[CH:37][CH:38]=[C:39]([O:42][CH2:43][CH3:44])[CH:40]=2)[NH:35][C:34]1=[O:45]. Given the reactants [NH:1]1[CH2:5][CH2:4][CH2:3][CH2:2]1.C(O[BH-](OC(=O)C)OC(=O)C)(=O)C.[Na+].C(O)(=O)C.[Cl:24][C:25]1[CH:32]=[CH:31][C:28]([CH:29]=O)=[CH:27][C:26]=1[C:33]1([CH3:46])[C:41]2[C:36](=[CH:37][CH:38]=[C:39]([O:42][CH2:43][CH3:44])[CH:40]=2)[NH:35][C:34]1=[O:45], predict the reaction product. (6) Given the reactants [F:1][C:2]1[C:22]([F:23])=[CH:21][C:5]([NH:6][C:7]2[S:11][C:10]3[CH:12]=[CH:13][CH:14]=[CH:15][C:9]=3[C:8]=2[C:16]([O:18][CH2:19][CH3:20])=[O:17])=[C:4]([N+:24]([O-])=O)[CH:3]=1.[H][H], predict the reaction product. The product is: [NH2:24][C:4]1[CH:3]=[C:2]([F:1])[C:22]([F:23])=[CH:21][C:5]=1[NH:6][C:7]1[S:11][C:10]2[CH:12]=[CH:13][CH:14]=[CH:15][C:9]=2[C:8]=1[C:16]([O:18][CH2:19][CH3:20])=[O:17].